Dataset: HIV replication inhibition screening data with 41,000+ compounds from the AIDS Antiviral Screen. Task: Binary Classification. Given a drug SMILES string, predict its activity (active/inactive) in a high-throughput screening assay against a specified biological target. The molecule is O=C(NC(=Cc1cccc([N+](=O)[O-])c1)c1nc2ccc(Cl)cc2[nH]1)c1ccccc1. The result is 0 (inactive).